Predict the reaction yield, written as a fraction of the theoretical maximum amount of product (1.0 means a 100% yield; for example, 0.34 means a 34% yield). From a dataset of Reaction yield outcomes from USPTO patents with 853,638 reactions. The reactants are [Br:1][C:2]1[CH:3]=[CH:4][C:5]2[O:14][CH2:13][CH2:12][C:11]3[S:10][C:9]([C:15](O)=[O:16])=[N:8][C:7]=3[C:6]=2[CH:18]=1.[Cl-].[NH4+].CC[N:23](C(C)C)C(C)C.CN(C(ON1N=NC2C=CC=NC1=2)=[N+](C)C)C.F[P-](F)(F)(F)(F)F. The catalyst is C1COCC1.C(=O)(O)[O-].[Na+].C(OCC)(=O)C. The product is [Br:1][C:2]1[CH:3]=[CH:4][C:5]2[O:14][CH2:13][CH2:12][C:11]3[S:10][C:9]([C:15]([NH2:23])=[O:16])=[N:8][C:7]=3[C:6]=2[CH:18]=1. The yield is 1.00.